From a dataset of Forward reaction prediction with 1.9M reactions from USPTO patents (1976-2016). Predict the product of the given reaction. (1) Given the reactants [Br:1][C:2]1[C:7]([CH3:8])=[CH:6][C:5]([NH:9]C(=O)C)=[C:4]([C:13]2[N:17]([CH:18]3[CH2:23][CH2:22][O:21][CH2:20][CH2:19]3)[N:16]=[CH:15][CH:14]=2)[CH:3]=1.Cl.C(=O)([O-])O.[Na+].[OH-].[Na+], predict the reaction product. The product is: [Br:1][C:2]1[C:7]([CH3:8])=[CH:6][C:5]([NH2:9])=[C:4]([C:13]2[N:17]([CH:18]3[CH2:23][CH2:22][O:21][CH2:20][CH2:19]3)[N:16]=[CH:15][CH:14]=2)[CH:3]=1. (2) Given the reactants [C:1]([O:5][C:6]([NH:8][C@H:9]1[CH2:14][CH2:13][C@H:12]([CH:15]([OH:17])[CH3:16])[CH2:11][CH2:10]1)=[O:7])([CH3:4])([CH3:3])[CH3:2].C(N(CC)CC)C.[CH3:25][S:26](Cl)(=[O:28])=[O:27], predict the reaction product. The product is: [S:26]([O:17][CH:15]([C@H:12]1[CH2:11][CH2:10][C@H:9]([NH:8][C:6]([O:5][C:1]([CH3:4])([CH3:3])[CH3:2])=[O:7])[CH2:14][CH2:13]1)[CH3:16])(=[O:28])(=[O:27])[CH3:25]. (3) Given the reactants [CH2:1]([O:3][C:4]([C:6]1[N:7]=[N:8][C:9]([Cl:13])=[CH:10][C:11]=1Cl)=[O:5])[CH3:2].[CH3:14][C:15]1[N:20]=[C:19]([NH2:21])[CH:18]=[CH:17][CH:16]=1, predict the reaction product. The product is: [CH2:1]([O:3][C:4]([C:6]1[N:7]=[N:8][C:9]([Cl:13])=[CH:10][C:11]=1[NH:21][C:19]1[CH:18]=[CH:17][CH:16]=[C:15]([CH3:14])[N:20]=1)=[O:5])[CH3:2]. (4) Given the reactants [CH:1]([C:4]1[N:5]([C:15]2[CH:20]=[CH:19][C:18]([O:21]C)=[CH:17][CH:16]=2)[C:6]2[C:11]([C:12]=1[C:13]#[N:14])=[CH:10][CH:9]=[CH:8][CH:7]=2)([CH3:3])[CH3:2].B(Br)(Br)Br.CO, predict the reaction product. The product is: [OH:21][C:18]1[CH:19]=[CH:20][C:15]([N:5]2[C:6]3[C:11](=[CH:10][CH:9]=[CH:8][CH:7]=3)[C:12]([C:13]#[N:14])=[C:4]2[CH:1]([CH3:3])[CH3:2])=[CH:16][CH:17]=1. (5) Given the reactants FC1C(O[C:9](=[O:36])[C@H:10]([CH2:29][C:30]2[CH:35]=[CH:34][CH:33]=[CH:32][CH:31]=2)[NH:11][C:12]([O:14]CC2C3C(=CC=CC=3)C3C2=CC=CC=3)=O)=C(F)C(F)=C(F)C=1F.C(N(CC)CC)C.[C:48]([O:52][C:53]([NH:55][C:56](=[NH:70])[N:57]([C:63]([O:65][C:66]([CH3:69])([CH3:68])[CH3:67])=[O:64])CCCCN)=[O:54])([CH3:51])([CH3:50])[CH3:49].NC[CH:73]1[CH2:78]C[NH:76][CH2:75][CH2:74]1.C1(=O)[O:85][C:83](=[O:84])[CH2:82][CH2:81][CH2:80]1, predict the reaction product. The product is: [C:66]([O:65][C:63]([N:57]=[C:56]([NH:55][C:53]([O:52][C:48]([CH3:49])([CH3:50])[CH3:51])=[O:54])[NH:70][CH2:78][CH2:73][CH2:74][CH2:75][NH:76][C:9]([C@@H:10]([NH:11][C:12]([CH2:80][CH2:81][CH2:82][C:83]([OH:85])=[O:84])=[O:14])[CH2:29][C:30]1[CH:31]=[CH:32][CH:33]=[CH:34][CH:35]=1)=[O:36])=[O:64])([CH3:67])([CH3:68])[CH3:69].